Dataset: Reaction yield outcomes from USPTO patents with 853,638 reactions. Task: Predict the reaction yield, written as a fraction of the theoretical maximum amount of product (1.0 means a 100% yield; for example, 0.34 means a 34% yield). The reactants are [H-].[Na+].[Si:3]([O:10][CH2:11][CH:12]([OH:19])[C:13]#[C:14][Si](C)(C)C)([C:6]([CH3:9])([CH3:8])[CH3:7])([CH3:5])[CH3:4].[CH3:20]I. The catalyst is C1COCC1. The product is [C:6]([Si:3]([O:10][CH2:11][CH:12]([O:19][CH3:20])[C:13]#[CH:14])([CH3:5])[CH3:4])([CH3:9])([CH3:8])[CH3:7]. The yield is 0.909.